Dataset: Full USPTO retrosynthesis dataset with 1.9M reactions from patents (1976-2016). Task: Predict the reactants needed to synthesize the given product. (1) Given the product [CH3:31][N:28]1[CH2:27][CH2:26][N:25]([CH:22]2[CH2:23][CH2:24][CH:19]([N:11]3[C:12]4=[N:13][CH:14]=[N:15][C:16]([NH2:18])=[C:17]4[C:9]([C:6]4[CH:5]=[CH:4][C:3]([CH:2]([NH:1][CH2:45][CH2:44][C:38]5[CH:43]=[CH:42][CH:41]=[CH:40][CH:39]=5)[C:32]5[CH:33]=[CH:34][CH:35]=[CH:36][CH:37]=5)=[CH:8][CH:7]=4)=[N:10]3)[CH2:20][CH2:21]2)[CH2:30][CH2:29]1, predict the reactants needed to synthesize it. The reactants are: [NH2:1][CH:2]([C:32]1[CH:37]=[CH:36][CH:35]=[CH:34][CH:33]=1)[C:3]1[CH:8]=[CH:7][C:6]([C:9]2[C:17]3[C:12](=[N:13][CH:14]=[N:15][C:16]=3[NH2:18])[N:11]([C@H:19]3[CH2:24][CH2:23][C@@H:22]([N:25]4[CH2:30][CH2:29][N:28]([CH3:31])[CH2:27][CH2:26]4)[CH2:21][CH2:20]3)[N:10]=2)=[CH:5][CH:4]=1.[C:38]1([CH2:44][CH:45]=O)[CH:43]=[CH:42][CH:41]=[CH:40][CH:39]=1.C(O)(=O)C.C(O[BH-](OC(=O)C)OC(=O)C)(=O)C.[Na+]. (2) The reactants are: [C:1]([N:4]1[C:13]2[C:8](=[CH:9][C:10]([C:14]#[CH:15])=[CH:11][CH:12]=2)[C@H:7]([NH:16][C:17](=[O:22])[O:18][CH:19]([CH3:21])[CH3:20])[CH2:6][C@@H:5]1[CH3:23])(=[O:3])[CH3:2].CO.[N:26]([CH2:29][C:30]([O:32][CH3:33])=[O:31])=[N+:27]=[N-:28]. Given the product [C:1]([N:4]1[C:13]2[C:8](=[CH:9][C:10]([C:14]3[N:28]=[N:27][N:26]([CH2:29][C:30]([O:32][CH3:33])=[O:31])[CH:15]=3)=[CH:11][CH:12]=2)[C@H:7]([NH:16][C:17]([O:18][CH:19]([CH3:20])[CH3:21])=[O:22])[CH2:6][C@@H:5]1[CH3:23])(=[O:3])[CH3:2], predict the reactants needed to synthesize it.